Dataset: Experimentally validated miRNA-target interactions with 360,000+ pairs, plus equal number of negative samples. Task: Binary Classification. Given a miRNA mature sequence and a target amino acid sequence, predict their likelihood of interaction. (1) The miRNA is hsa-miR-6867-5p with sequence UGUGUGUGUAGAGGAAGAAGGGA. The protein sequence of the target gene is MAAHEWDWFQREELIGQISDIRVQNLQVERENVQKRTFTRWINLHLEKCNPPLEVKDLFVDIQDGKILMALLEVLSGRNLLHEYKSSSHRIFRLNNIAKALKFLEDSNVKLVSIDAAEIADGNPSLVLGLIWNIILFFQIKELTGNLSRNSPSSSLSPGSGGTDSDSSFPPTPTAERSVAISVKDQRKAIKALLAWVQRKTRKYGVAVQDFAGSWRSGLAFLAVIKAIDPSLVDMKQALENSTRENLEKAFSIAQDALHIPRLLEPEDIMVDTPDEQSIMTYVAQFLERFPELEAEDIFD.... Result: 0 (no interaction). (2) The miRNA is mmu-miR-7b-5p with sequence UGGAAGACUUGUGAUUUUGUUGUU. The protein sequence of the target gene is MVYYPELLVWVSQEPFAYKEMEGGLIKGRLPVPKEVNRKKMEETGAASLTPPGSREFTSPATSYLHPF. Result: 1 (interaction). (3) The miRNA is hsa-miR-26b-5p with sequence UUCAAGUAAUUCAGGAUAGGU. The protein sequence of the target gene is MVNSSRVQPQQPGDAKRPPAPRAPDPGRLMAGCAAVGASLAAPGGLCEQRGLEIEMQRIRQAAARDPPAGAAASPSPPLSSCSRQAWSRDNPGFEAEEEEEEVEGEEGGMVVEMDVEWRPGSRRSAASSAVSSVGARSRGLGGYHGAGHPSGRRRRREDQGPPCPSPVGGGDPLHRHLPLEGQPPRVAWAERLVRGLRGLWGTRLMEESSTNREKYLKSVLRELVTYLLFLIVLCILTYGMMSSNVYYYTRMMSQLFLDTPVSKTEKTNFKTLSSMEDFWKFTEGSLLDGLYWKMQPSNQ.... Result: 1 (interaction). (4) The miRNA is hsa-miR-6728-5p with sequence UUGGGAUGGUAGGACCAGAGGGG. The protein sequence of the target gene is MAAALRVAAVGARLSVLASGLRAAVRSLCSQATSVNERIENKRRTALLGGGQRRIDAQHKRGKLTARERISLLLDPGSFVESDMFVEHRCADFGMAADKNKFPGDSVVTGRGRINGRLVYVFSQDFTVFGGSLSGAHAQKICKIMDQAITVGAPVIGLNDSGGARIQEGVESLAGYADIFLRNVTASGVIPQISLIMGPCAGGAVYSPALTDFTFMVKDTSYLFITGPDVVKSVTNEDVTQEELGGAKTHTTMSGVAHRAFENDVDALCNLRDFFNYLPLSSQDPAPVRECHDPSDRLVP.... Result: 1 (interaction). (5) The miRNA is hsa-miR-4418 with sequence CACUGCAGGACUCAGCAG. The protein sequence of the target gene is MGEAEVGGGGAAGDKGPGEAATSPAEETVVWSPEVEVCLFHAMLGHKPVGVNRHFHMICIRDKFSQNIGRQVPSKVIWDHLSTMYDMQALHESEILPFPNPERNFVLPEEIIQEVREGKVMIEEEMKEEMKEDVDPHNGADDVFSSSGSLGKASEKSSKDKEKNSSDLGCKEGADKRKRSRVTDKVLTANSNPSSPSAAKRRRT. Result: 0 (no interaction).